This data is from Reaction yield outcomes from USPTO patents with 853,638 reactions. The task is: Predict the reaction yield, written as a fraction of the theoretical maximum amount of product (1.0 means a 100% yield; for example, 0.34 means a 34% yield). (1) The reactants are [C:1]([C:5]1([OH:20])[C:9]([CH3:11])([CH3:10])[CH2:8][O:7][CH:6]1[C:12]1[CH:17]=[CH:16][CH:15]=[C:14]([O:18][CH3:19])[CH:13]=1)([CH3:4])([CH3:3])[CH3:2].C1COCC1.C1C(=O)N([Br:33])C(=O)C1.[Cl-].[Na+]. The catalyst is O. The product is [Br:33][C:15]1[CH:16]=[CH:17][C:12]([CH:6]2[C:5]([C:1]([CH3:2])([CH3:3])[CH3:4])([OH:20])[C:9]([CH3:11])([CH3:10])[CH2:8][O:7]2)=[CH:13][C:14]=1[O:18][CH3:19]. The yield is 0.477. (2) The reactants are [Cl:1][C:2]1[C:3]([F:32])=[C:4]([C@H:8]2[CH2:12][N:11]([CH2:13][C:14](O)=[O:15])[C@@H:10]([CH2:17][C:18]([CH3:21])([CH3:20])[CH3:19])[C@@:9]2([C:24]2[CH:29]=[CH:28][C:27]([Cl:30])=[CH:26][C:25]=2[F:31])[C:22]#[N:23])[CH:5]=[CH:6][CH:7]=1.[NH2:33][C:34]1[CH:43]=[CH:42][C:37]([C:38]([O:40][CH3:41])=[O:39])=[CH:36][CH:35]=1.CN(C(ON1N=NC2C=CC=NC1=2)=[N+](C)C)C.F[P-](F)(F)(F)(F)F.CCN(C(C)C)C(C)C. The catalyst is C(Cl)Cl. The product is [CH3:41][O:40][C:38](=[O:39])[C:37]1[CH:36]=[CH:35][C:34]([NH:33][C:14](=[O:15])[CH2:13][N:11]2[CH2:12][C@H:8]([C:4]3[CH:5]=[CH:6][CH:7]=[C:2]([Cl:1])[C:3]=3[F:32])[C@:9]([C:24]3[CH:29]=[CH:28][C:27]([Cl:30])=[CH:26][C:25]=3[F:31])([C:22]#[N:23])[C@@H:10]2[CH2:17][C:18]([CH3:20])([CH3:19])[CH3:21])=[CH:43][CH:42]=1. The yield is 0.810. (3) The product is [C:1]([C:5]1[CH:6]=[CH:7][C:8]([C:11]2[CH:16]=[C:15]([CH3:17])[C:14]([N:18]=[CH:22][N:23]([CH2:24][CH3:25])[CH3:26])=[CH:13][C:12]=2[CH3:19])=[CH:9][CH:10]=1)([CH3:4])([CH3:3])[CH3:2]. The catalyst is CO. The yield is 0.470. The reactants are [C:1]([C:5]1[CH:10]=[CH:9][C:8]([C:11]2[CH:16]=[C:15]([CH3:17])[C:14]([NH2:18])=[CH:13][C:12]=2[CH3:19])=[CH:7][CH:6]=1)([CH3:4])([CH3:3])[CH3:2].CO[CH:22](OC)[N:23]([CH3:26])[CH2:24][CH3:25].C1CCCCC1.C(OCC)(=O)C. (4) The reactants are [CH:1]1([N:7]([CH:18]2[CH2:23][CH2:22][CH2:21][CH2:20][CH2:19]2)[C:8]([NH:10][C:11]2[S:12][C:13]([CH:16]=O)=[CH:14][N:15]=2)=[O:9])[CH2:6][CH2:5][CH2:4][CH2:3][CH2:2]1.Cl.[NH:25]1[CH2:30][CH2:29][C:28](=[O:31])[CH2:27][CH2:26]1.C(O[BH-](OC(=O)C)OC(=O)C)(=O)C.[Na+]. No catalyst specified. The product is [CH:18]1([N:7]([CH:1]2[CH2:6][CH2:5][CH2:4][CH2:3][CH2:2]2)[C:8]([NH:10][C:11]2[S:12][C:13]([CH2:16][N:25]3[CH2:30][CH2:29][C:28](=[O:31])[CH2:27][CH2:26]3)=[CH:14][N:15]=2)=[O:9])[CH2:19][CH2:20][CH2:21][CH2:22][CH2:23]1. The yield is 0.120.